The task is: Predict the reaction yield, written as a fraction of the theoretical maximum amount of product (1.0 means a 100% yield; for example, 0.34 means a 34% yield).. This data is from Reaction yield outcomes from USPTO patents with 853,638 reactions. (1) The yield is 0.290. The catalyst is C1COCC1. The product is [O:4]=[C:3]([C:5]1[CH:10]=[CH:9][N:8]=[N:7][CH:6]=1)[CH2:11][P:12](=[O:17])([O:15][CH3:16])[O:13][CH3:14]. The reactants are CO[C:3]([C:5]1[CH:10]=[CH:9][N:8]=[N:7][CH:6]=1)=[O:4].[CH3:11][P:12](=[O:17])([O:15][CH3:16])[O:13][CH3:14].C([N-]C(C)C)(C)C.[Li+]. (2) The reactants are C(N(CC)CC)C.[C:8]([NH:11][C:12]1[S:13][C:14]([S:18](Cl)(=[O:20])=[O:19])=[C:15]([CH3:17])[N:16]=1)(=[O:10])[CH3:9].[CH:22]([O:35][C:36]1[C:37]2[C:49](=[O:50])[N:48]([CH2:51][C:52]3[CH:57]=[CH:56][C:55]([F:58])=[CH:54][CH:53]=3)[CH2:47][C:38]=2[C:39]([OH:46])=[C:40]2[C:45]=1[N:44]=[CH:43][CH:42]=[CH:41]2)([C:29]1[CH:34]=[CH:33][CH:32]=[CH:31][CH:30]=1)[C:23]1[CH:28]=[CH:27][CH:26]=[CH:25][CH:24]=1.CCOC(C)=O.CCCCCC. The catalyst is CN(C1C=CN=CC=1)C.CCOC(C)=O. The product is [CH:22]([O:35][C:36]1[C:37]2[C:49](=[O:50])[N:48]([CH2:51][C:52]3[CH:57]=[CH:56][C:55]([F:58])=[CH:54][CH:53]=3)[CH2:47][C:38]=2[C:39]([O:46][S:18]([C:14]2[S:13][C:12]([NH:11][C:8](=[O:10])[CH3:9])=[N:16][C:15]=2[CH3:17])(=[O:19])=[O:20])=[C:40]2[C:45]=1[N:44]=[CH:43][CH:42]=[CH:41]2)([C:23]1[CH:28]=[CH:27][CH:26]=[CH:25][CH:24]=1)[C:29]1[CH:30]=[CH:31][CH:32]=[CH:33][CH:34]=1. The yield is 0.790. (3) The reactants are [CH2:1]([NH:3][N:4]=[CH:5][C:6](=[O:8])[CH3:7])[CH3:2].[C:9]([C:13]1[CH:18]=[CH:17][C:16]([C:19](=O)[CH:20]=[O:21])=[CH:15][CH:14]=1)([CH3:12])([CH3:11])[CH3:10]. The catalyst is C(O)(=O)C. The product is [C:9]([C:13]1[CH:18]=[CH:17][C:16]([C:19]2[N:3]([CH2:1][CH3:2])[N:4]=[C:5]([C:6](=[O:8])[CH3:7])[C:20]=2[OH:21])=[CH:15][CH:14]=1)([CH3:12])([CH3:11])[CH3:10]. The yield is 0.160. (4) The reactants are [OH:1][CH2:2][C:3]([CH3:17])([CH3:16])[C:4]([NH:6][CH2:7][C:8]1[CH:13]=[CH:12][C:11]([O:14][CH3:15])=[CH:10][CH:9]=1)=[O:5].[N+:18]([C:21]1[CH:28]=[CH:27][CH:26]=[C:25]([N+]([O-])=O)[C:22]=1[C:23]#[N:24])([O-:20])=[O:19]. No catalyst specified. The product is [C:23]([C:22]1[C:21]([N+:18]([O-:20])=[O:19])=[CH:28][CH:27]=[CH:26][C:25]=1[O:1][CH2:2][C:3]([CH3:17])([CH3:16])[C:4]([NH:6][CH2:7][C:8]1[CH:9]=[CH:10][C:11]([O:14][CH3:15])=[CH:12][CH:13]=1)=[O:5])#[N:24]. The yield is 0.950. (5) The reactants are C1(C)C=CC=CC=1P(C1C=CC=CC=1C)C1C=CC=CC=1C.[Cl-].C([NH3+])(C)(C)C.[N:29]1[CH:34]=[CH:33][CH:32]=[C:31]([C:35]2[S:36][CH:37]=[CH:38][N:39]=2)[CH:30]=1.Br[C:41]1[CH:46]=[CH:45][CH:44]=[CH:43][N:42]=1.C(=O)([O-])[O-].[K+].[K+]. The catalyst is CN(C=O)C.[Pd](Cl)Cl. The product is [N:42]1[CH:43]=[CH:44][CH:45]=[CH:46][C:41]=1[C:37]1[S:36][C:35]([C:31]2[CH:30]=[N:29][CH:34]=[CH:33][CH:32]=2)=[N:39][CH:38]=1. The yield is 0.290. (6) The reactants are [OH:1][C:2]1[CH:3]=[C:4]([CH:10]=[CH:11][C:12]=1[OH:13])[CH:5](O)[C:6]([OH:8])=[O:7].[H][H].[CH3:16]O. The catalyst is Cl.[Pd]. The product is [CH3:16][O:8][C:6](=[O:7])[CH2:5][C:4]1[CH:10]=[CH:11][C:12]([OH:13])=[C:2]([OH:1])[CH:3]=1. The yield is 0.827. (7) The product is [NH2:1][C:2]1[N:7]=[CH:6][N:5]=[C:4]2[N:8]([CH:12]([C:14]3[C:15]([O:27][CH2:28][CH3:29])=[C:16]([CH:23]4[CH2:24][N:25]([C:37]([CH3:46])([CH3:45])[C:38]([O:40][C:41]([CH3:44])([CH3:43])[CH3:42])=[O:39])[CH2:26]4)[C:17]([C:18]#[N:19])=[C:20]([Cl:22])[CH:21]=3)[CH3:13])[N:9]=[C:10]([CH3:11])[C:3]=12. The catalyst is CN(C)C=O. The reactants are [NH2:1][C:2]1[N:7]=[CH:6][N:5]=[C:4]2[N:8]([CH:12]([C:14]3[CH:21]=[C:20]([Cl:22])[C:17]([C:18]#[N:19])=[C:16]([CH:23]4[CH2:26][NH:25][CH2:24]4)[C:15]=3[O:27][CH2:28][CH3:29])[CH3:13])[N:9]=[C:10]([CH3:11])[C:3]=12.C(=O)([O-])[O-].[K+].[K+].Br[C:37]([CH3:46])([CH3:45])[C:38]([O:40][C:41]([CH3:44])([CH3:43])[CH3:42])=[O:39].O. The yield is 0.830. (8) The reactants are [Br:1][C:2]1[CH:7]=[C:6]([Cl:8])[CH:5]=[C:4]([F:9])[C:3]=1N.F[B-](F)(F)F.N#[O+].[C-:18]#[N:19].[K+]. The catalyst is C(Cl)Cl. The product is [Br:1][C:2]1[CH:7]=[C:6]([Cl:8])[CH:5]=[C:4]([F:9])[C:3]=1[C:18]#[N:19]. The yield is 0.380. (9) The reactants are [CH2:1]([C@@H:8]1[NH:13][CH2:12][CH2:11][N:10]([C:14]2[CH:19]=[CH:18][C:17]([O:20][CH3:21])=[C:16]([O:22][CH:23]3[CH2:27][CH2:26][CH2:25][CH2:24]3)[CH:15]=2)[CH2:9]1)[C:2]1[CH:7]=[CH:6][CH:5]=[CH:4][CH:3]=1.C(N(CC)CC)C.C([O:42][CH2:43][C:44](Cl)=[O:45])C1C=CC=CC=1. The catalyst is C1COCC1.CCOC(C)=O.O.CO. The product is [CH2:1]([C@H:8]1[CH2:9][N:10]([C:14]2[CH:19]=[CH:18][C:17]([O:20][CH3:21])=[C:16]([O:22][CH:23]3[CH2:27][CH2:26][CH2:25][CH2:24]3)[CH:15]=2)[CH2:11][CH2:12][N:13]1[C:43](=[O:42])[CH2:44][OH:45])[C:2]1[CH:3]=[CH:4][CH:5]=[CH:6][CH:7]=1. The yield is 0.180.